Dataset: Peptide-MHC class II binding affinity with 134,281 pairs from IEDB. Task: Regression. Given a peptide amino acid sequence and an MHC pseudo amino acid sequence, predict their binding affinity value. This is MHC class II binding data. The MHC is HLA-DQA10102-DQB10602 with pseudo-sequence HLA-DQA10102-DQB10602. The peptide sequence is ALRASADAYATAEAS. The binding affinity (normalized) is 0.163.